This data is from Reaction yield outcomes from USPTO patents with 853,638 reactions. The task is: Predict the reaction yield, written as a fraction of the theoretical maximum amount of product (1.0 means a 100% yield; for example, 0.34 means a 34% yield). (1) The reactants are [NH2:1][C:2]1[C:3]2[N:4]([C:8]([C@@H:30]3[CH2:35][CH2:34][CH2:33][CH2:32][NH:31]3)=[N:9][C:10]=2[C:11]2[CH:28]=[CH:27][C:14]([C:15]([NH:17][C:18]3[CH:23]=[C:22]([CH2:24][CH2:25][CH3:26])[CH:21]=[CH:20][N:19]=3)=[O:16])=[C:13]([F:29])[CH:12]=2)[CH:5]=[CH:6][N:7]=1.[C:36](O)(=[O:39])[CH:37]=[CH2:38]. No catalyst specified. The product is [C:36]([N:31]1[CH2:32][CH2:33][CH2:34][CH2:35][C@H:30]1[C:8]1[N:4]2[CH:5]=[CH:6][N:7]=[C:2]([NH2:1])[C:3]2=[C:10]([C:11]2[CH:28]=[CH:27][C:14]([C:15]([NH:17][C:18]3[CH:23]=[C:22]([CH2:24][CH2:25][CH3:26])[CH:21]=[CH:20][N:19]=3)=[O:16])=[C:13]([F:29])[CH:12]=2)[N:9]=1)(=[O:39])[CH:37]=[CH2:38]. The yield is 0.289. (2) The reactants are [F:1][C:2]1[CH:9]=[CH:8][C:5]([C:6]#[N:7])=[C:4]([O:10]C)[CH:3]=1.[Al+3].[Cl-].[Cl-].[Cl-]. The catalyst is C1(C)C=CC=CC=1. The product is [F:1][C:2]1[CH:9]=[CH:8][C:5]([C:6]#[N:7])=[C:4]([OH:10])[CH:3]=1. The yield is 0.950. (3) The reactants are [N:1]1[CH:6]=[CH:5][CH:4]=[N:3][C:2]=1[C:7]1[CH:12]=[CH:11][C:10]([C:13]#[C:14][CH:15]=[O:16])=[CH:9][CH:8]=1.CCCC[N+](CCCC)(CCCC)CCCC.[FH:34].F.[F-]. The catalyst is C(OCC)(=O)C. The product is [F:34]/[C:13](/[C:10]1[CH:11]=[CH:12][C:7]([C:2]2[N:3]=[CH:4][CH:5]=[CH:6][N:1]=2)=[CH:8][CH:9]=1)=[CH:14]\[CH:15]=[O:16]. The yield is 0.510. (4) The reactants are [C:1]([C:4]1[CH:5]=[C:6]([CH:11]=[CH:12][C:13]=1[CH3:14])[C:7]([O:9][CH3:10])=[O:8])(=[NH:3])[NH2:2].Br[CH:16]1[C:21](=O)[CH2:20][CH2:19][O:18][CH2:17]1.C(=O)([O-])[O-].[K+].[K+]. The catalyst is CC#N. The product is [CH3:14][C:13]1[CH:12]=[CH:11][C:6]([C:7]([O:9][CH3:10])=[O:8])=[CH:5][C:4]=1[C:1]1[NH:2][C:16]2[CH2:17][O:18][CH2:19][CH2:20][C:21]=2[N:3]=1. The yield is 0.370. (5) The reactants are C([O-])([O-])=O.[K+].[K+].[CH3:7][O:8][C:9]1[N:10]=[C:11]2[C:16](=[CH:17][CH:18]=1)[N:15]=[CH:14][CH:13]=[C:12]2[OH:19].Br[CH2:21][C:22]([O:24]CC)=[O:23].[OH-].[Na+]. The catalyst is CS(C)=O. The product is [CH3:7][O:8][C:9]1[N:10]=[C:11]2[C:16](=[CH:17][CH:18]=1)[N:15]=[CH:14][CH:13]=[C:12]2[O:19][CH2:21][C:22]([OH:24])=[O:23]. The yield is 0.520. (6) The reactants are Br[C:2]1[CH:11]=[CH:10][C:5]([C:6]([O:8][CH3:9])=[O:7])=[CH:4][CH:3]=1.[Cl-].[F:13][C:14]([F:24])([F:23])[C:15]1[CH:22]=[CH:21][C:18]([CH2:19][Zn+])=[CH:17][CH:16]=1.C(Cl)Cl. The catalyst is C1COCC1. The product is [F:13][C:14]([F:23])([F:24])[C:15]1[CH:22]=[CH:21][C:18]([CH2:19][C:2]2[CH:11]=[CH:10][C:5]([C:6]([O:8][CH3:9])=[O:7])=[CH:4][CH:3]=2)=[CH:17][CH:16]=1. The yield is 0.550.